From a dataset of Forward reaction prediction with 1.9M reactions from USPTO patents (1976-2016). Predict the product of the given reaction. Given the reactants [F:1][C@H:2]1[CH2:6][N:5]([C:7]([O:9][C:10]([CH3:13])([CH3:12])[CH3:11])=[O:8])[C@H:4]([CH2:14]O)[CH2:3]1.[C:16]([NH:23][S:24]([C:27]1[CH:32]=[CH:31][CH:30]=[CH:29][C:28]=1[N+:33]([O-:35])=[O:34])(=[O:26])=[O:25])([O:18][C:19]([CH3:22])([CH3:21])[CH3:20])=[O:17].C1(P(C2C=CC=CC=2)C2C=CC=CC=2)C=CC=CC=1.CCOC(/N=N/C(OCC)=O)=O.C1(C)C=CC=CC=1, predict the reaction product. The product is: [C:19]([O:18][C:16]([N:23]([CH2:14][C@@H:4]1[CH2:3][C@@H:2]([F:1])[CH2:6][N:5]1[C:7]([O:9][C:10]([CH3:11])([CH3:12])[CH3:13])=[O:8])[S:24]([C:27]1[CH:32]=[CH:31][CH:30]=[CH:29][C:28]=1[N+:33]([O-:35])=[O:34])(=[O:26])=[O:25])=[O:17])([CH3:22])([CH3:20])[CH3:21].